From a dataset of Reaction yield outcomes from USPTO patents with 853,638 reactions. Predict the reaction yield, written as a fraction of the theoretical maximum amount of product (1.0 means a 100% yield; for example, 0.34 means a 34% yield). (1) The reactants are Cl.Cl.[F:3][C:4]1[CH:5]=[CH:6][C:7]2[N:11]=[C:10]([C@@H:12]([NH2:14])[CH3:13])[N:9]([C:15]3[CH:20]=[CH:19][CH:18]=[CH:17][CH:16]=3)[C:8]=2[CH:21]=1.Cl[C:23]1[N:31]=[CH:30][N:29]=[C:28]2[C:24]=1[N:25]=[CH:26][N:27]2[CH:32]1[CH2:37][CH2:36][CH2:35][CH2:34][O:33]1.CCN(C(C)C)C(C)C. The catalyst is CC(O)C. The product is [F:3][C:4]1[CH:5]=[CH:6][C:7]2[N:11]=[C:10]([C@@H:12]([NH:14][C:23]3[N:31]=[CH:30][N:29]=[C:28]4[C:24]=3[N:25]=[CH:26][N:27]4[CH:32]3[CH2:37][CH2:36][CH2:35][CH2:34][O:33]3)[CH3:13])[N:9]([C:15]3[CH:16]=[CH:17][CH:18]=[CH:19][CH:20]=3)[C:8]=2[CH:21]=1. The yield is 0.700. (2) The reactants are C(O)C.C([O:11][C:12](=[O:29])[C:13]1[CH:18]=[C:17]([C:19]#[N:20])[CH:16]=[CH:15][C:14]=1[O:21]CC1C=CC=CC=1)C1C=CC=CC=1. The catalyst is [Pd].O1CCCC1. The product is [C:19]([C:17]1[CH:18]=[C:13]([C:12]([OH:29])=[O:11])[C:14]([OH:21])=[CH:15][CH:16]=1)#[N:20]. The yield is 1.00. (3) The reactants are [Al+3].[Cl-].[Cl-].[Cl-].[C:5]1([NH:11][C:12](=[O:17])[CH:13]=[C:14]([CH3:16])[CH3:15])[CH:10]=[CH:9][CH:8]=[CH:7][CH:6]=1. The catalyst is C1C=CC=CC=1. The product is [CH3:16][C:14]1([CH3:15])[C:10]2[C:5](=[CH:6][CH:7]=[CH:8][CH:9]=2)[NH:11][C:12](=[O:17])[CH2:13]1. The yield is 0.860. (4) The reactants are [OH:1][C@@H:2]1[C@H:18]2[C@@H:9]([CH2:10][CH2:11][C:12]3[C@:17]2([CH3:19])[CH2:16][CH2:15][C:14](=[O:20])[CH:13]=3)[C@H:8]2[C@@:4]([CH3:26])([C@@H:5]([C:21]([N:23]([CH3:25])[CH3:24])=[O:22])[CH2:6][CH2:7]2)[CH2:3]1.[BH4-].[Na+]. The catalyst is C(O)C. The product is [OH:20][C@@H:14]1[CH:13]=[C:12]2[C@@:17]([CH3:19])([C@@H:18]3[C@@H:9]([CH2:10][CH2:11]2)[C@H:8]2[C@@:4]([CH3:26])([C@@H:5]([C:21]([N:23]([CH3:24])[CH3:25])=[O:22])[CH2:6][CH2:7]2)[CH2:3][C@@H:2]3[OH:1])[CH2:16][CH2:15]1. The yield is 0.750. (5) The reactants are [C:1]1([S:7][C:8]2[CH:13]=[CH:12][C:11]([CH2:14][CH2:15][OH:16])=[CH:10][CH:9]=2)[CH:6]=[CH:5][CH:4]=[CH:3][CH:2]=1.N(C(N1CCCCC1)=O)=NC(N1CCCCC1)=O.C1(P(C2C=CC=CC=2)C2C=CC=CC=2)C=CC=CC=1.[CH3:54][O:55][C:56](=[O:68])[CH:57]([CH2:60][C:61]1[CH:66]=[CH:65][C:64](O)=[CH:63][CH:62]=1)[CH2:58][CH3:59]. The catalyst is ClCCl. The product is [CH3:54][O:55][C:56](=[O:68])[CH:57]([CH2:60][C:61]1[CH:62]=[CH:63][C:64]([O:16][CH2:15][CH2:14][C:11]2[CH:12]=[CH:13][C:8]([S:7][C:1]3[CH:2]=[CH:3][CH:4]=[CH:5][CH:6]=3)=[CH:9][CH:10]=2)=[CH:65][CH:66]=1)[CH2:58][CH3:59]. The yield is 0.700. (6) The reactants are C[O:2][C:3](=O)[CH2:4][NH:5][C:6](=[O:37])[C:7]1[CH:12]=[C:11]([Cl:13])[C:10]([O:14][C:15]2[CH:20]=[CH:19][N:18]=[CH:17][C:16]=2[C:21]([N:23]2[C:32]3[C:27](=[CH:28][CH:29]=[CH:30][CH:31]=3)[N:26]([CH:33]3[CH2:35][CH2:34]3)[CH2:25][CH2:24]2)=[O:22])=[CH:9][C:8]=1[Cl:36].NCCO. No catalyst specified. The product is [Cl:36][C:8]1[CH:9]=[C:10]([O:14][C:15]2[CH:20]=[CH:19][N:18]=[CH:17][C:16]=2[C:21]([N:23]2[C:32]3[C:27](=[CH:28][CH:29]=[CH:30][CH:31]=3)[N:26]([CH:33]3[CH2:35][CH2:34]3)[CH2:25][CH2:24]2)=[O:22])[C:11]([Cl:13])=[CH:12][C:7]=1[C:6]([NH:5][CH2:4][CH2:3][OH:2])=[O:37]. The yield is 0.600. (7) The reactants are [Cl:1][C:2]1[CH:3]=[C:4]([NH:10][C:11]2[C:16]([C:17]3[N:22]=[C:21]([CH3:23])[N:20]=[C:19]([N:24](CC4C=CC(OC)=CC=4)CC4C=CC(OC)=CC=4)[N:18]=3)=[CH:15][CH:14]=[CH:13][N:12]=2)[CH:5]=[N:6][C:7]=1[O:8][CH3:9]. The catalyst is C(O)(C(F)(F)F)=O. The product is [Cl:1][C:2]1[CH:3]=[C:4]([NH:10][C:11]2[C:16]([C:17]3[N:22]=[C:21]([CH3:23])[N:20]=[C:19]([NH2:24])[N:18]=3)=[CH:15][CH:14]=[CH:13][N:12]=2)[CH:5]=[N:6][C:7]=1[O:8][CH3:9]. The yield is 0.240.